This data is from Catalyst prediction with 721,799 reactions and 888 catalyst types from USPTO. The task is: Predict which catalyst facilitates the given reaction. (1) Reactant: [I:1][C:2]1[CH:3]=[CH:4][C:5]([Cl:11])=[C:6]([CH:10]=1)[C:7]([OH:9])=O.ON1C2C=CC=CC=2N=N1.Cl.CN(C)CCCN=C=NCC.[NH2:34][CH2:35][C:36]1([OH:43])[CH2:42][CH2:41][CH2:40][CH2:39][CH2:38][CH2:37]1. Product: [Cl:11][C:5]1[CH:4]=[CH:3][C:2]([I:1])=[CH:10][C:6]=1[C:7]([NH:34][CH2:35][C:36]1([OH:43])[CH2:42][CH2:41][CH2:40][CH2:39][CH2:38][CH2:37]1)=[O:9]. The catalyst class is: 884. (2) Reactant: [Br:1][C:2]1[C:3]([F:12])=[C:4]([CH:7]=[C:8]([F:11])[C:9]=1[OH:10])[CH:5]=[O:6].[C:13](=O)([O-])[O-].[K+].[K+].COS(OC)(=O)=O.C(OC(=O)C)C. Product: [Br:1][C:2]1[C:3]([F:12])=[C:4]([CH:7]=[C:8]([F:11])[C:9]=1[O:10][CH3:13])[CH:5]=[O:6]. The catalyst class is: 3. (3) Reactant: [C:1]1([Mg]Br)[CH:6]=[CH:5][CH:4]=[CH:3][CH:2]=1.C1COCC1.[CH2:14]([N:16]1[C:25]2[CH:24]=[CH:23][C:22]([CH:26]([CH3:28])[CH3:27])=[CH:21][C:20]=2[C:19](=[O:29])[C:18]2[C:30](=[O:37])[C:31]3[C:36]([C:17]1=2)=[CH:35][CH:34]=[CH:33][CH:32]=3)[CH3:15].Cl. Product: [CH2:14]([N:16]1[C:25]2[CH:24]=[CH:23][C:22]([CH:26]([CH3:28])[CH3:27])=[CH:21][C:20]=2[C:19](=[O:29])[C:18]2[C:30]([OH:37])([C:1]3[CH:6]=[CH:5][CH:4]=[CH:3][CH:2]=3)[C:31]3[C:36]([C:17]1=2)=[CH:35][CH:34]=[CH:33][CH:32]=3)[CH3:15]. The catalyst class is: 2. (4) Reactant: [H-].[Na+].O[C:4]1[CH:11]=[CH:10][C:7]([CH:8]=[O:9])=[CH:6][CH:5]=1.[CH3:12][O:13][CH2:14][CH2:15][O:16][CH2:17]Cl. Product: [CH3:12][O:13][CH2:14][CH2:15][O:16][CH2:17][C:4]1[CH:11]=[CH:10][C:7]([CH:8]=[O:9])=[CH:6][CH:5]=1. The catalyst class is: 9. (5) Reactant: [CH2:1]([OH:11])[CH2:2][CH2:3][CH2:4][CH2:5][CH2:6][CH2:7][CH2:8][CH2:9][CH3:10].C[O-].[Na+:14]. Product: [CH3:10][CH2:9][CH2:8][CH2:7][CH2:6][CH2:5][CH2:4][CH2:3][CH2:2][CH2:1][O-:11].[Na+:14]. The catalyst class is: 5.